From a dataset of Catalyst prediction with 721,799 reactions and 888 catalyst types from USPTO. Predict which catalyst facilitates the given reaction. (1) Reactant: Cl[C:2]1[C:7]([C:8]#[N:9])=[C:6]([C:10]2[CH:15]=[CH:14][C:13]([O:16][CH2:17][CH2:18][OH:19])=[C:12]([F:20])[CH:11]=2)[C:5]([C:21]#[N:22])=[C:4]([S:23][CH2:24][C:25]2[N:26]=[C:27]([C:30]3[CH:35]=[CH:34][C:33]([Cl:36])=[CH:32][CH:31]=3)[O:28][CH:29]=2)[N:3]=1.[NH2:37][CH2:38][CH2:39][OH:40]. Product: [Cl:36][C:33]1[CH:32]=[CH:31][C:30]([C:27]2[O:28][CH:29]=[C:25]([CH2:24][S:23][C:4]3[C:5]([C:21]#[N:22])=[C:6]([C:10]4[CH:15]=[CH:14][C:13]([O:16][CH2:17][CH2:18][OH:19])=[C:12]([F:20])[CH:11]=4)[C:7]([C:8]#[N:9])=[C:2]([NH:37][CH2:38][CH2:39][OH:40])[N:3]=3)[N:26]=2)=[CH:35][CH:34]=1. The catalyst class is: 1. (2) Reactant: [CH3:1][C:2]1([CH3:77])[CH2:7][CH2:6][CH:5]([C:8]2[N:13]3[N:14]=[C:15](/[C:17](/[O:30]/C(/C4C=C5N=C(C)C([C@H](O)C(=O)OCC)=C(C6CCC(C)(C)CC6)N5N=4)=N\CC(=O)CC4C=CC(F)=CC=4)=[N:18]/[CH2:19][C:20](=[O:29])[CH2:21][C:22]4[CH:27]=[CH:26][C:25]([F:28])=[CH:24][CH:23]=4)[CH:16]=[C:12]3[N:11]=[C:10](C)[C:9]=2[C@H](O)C(OCC)=O)[CH2:4][CH2:3]1.[C:78]([O:82][C:83]([CH3:85])=O)([CH3:81])([CH3:80])[CH3:79].[C:86]([O-:89])([O-])=[O:87].[Na+].[Na+].[CH3:92][CH2:93]O. Product: [C:78]([O:82][C@@H:83]([C:85]1[C:10]([CH3:9])=[N:11][C:12]2[N:13]([N:14]=[C:15]([C:17](=[O:30])[NH:18][CH2:19][C:20](=[O:29])[CH2:21][C:22]3[CH:23]=[CH:24][C:25]([F:28])=[CH:26][CH:27]=3)[CH:16]=2)[C:8]=1[CH:5]1[CH2:6][CH2:7][C:2]([CH3:1])([CH3:77])[CH2:3][CH2:4]1)[C:86]([O:89][CH2:92][CH3:93])=[O:87])([CH3:81])([CH3:80])[CH3:79]. The catalyst class is: 2. (3) Reactant: C(N(C(C)C)C(C)C)C.[NH2:10][C:11]1[CH:16]=[CH:15][CH:14]=[CH:13][CH:12]=1.[CH3:17][O:18][C:19](=[O:45])[C:20]([CH3:44])([CH3:43])[CH2:21][O:22][C:23]1[N:28]=[CH:27][C:26]([C:29]2[CH:38]=[C:37]3[C:32]([C:33]([C:40](O)=[O:41])=[CH:34][C:35]([CH3:39])=[N:36]3)=[CH:31][CH:30]=2)=[CH:25][CH:24]=1. Product: [CH3:44][C:20]([CH3:43])([CH2:21][O:22][C:23]1[CH:24]=[CH:25][C:26]([C:29]2[CH:38]=[C:37]3[C:32]([C:33]([C:40](=[O:41])[NH:10][C:11]4[CH:16]=[CH:15][CH:14]=[CH:13][CH:12]=4)=[CH:34][C:35]([CH3:39])=[N:36]3)=[CH:31][CH:30]=2)=[CH:27][N:28]=1)[C:19]([O:18][CH3:17])=[O:45]. The catalyst class is: 9. (4) Reactant: [F:1][C:2]1[CH:3]=[CH:4][C:5]([NH:8][NH:9][C:10]([C@@H:12]2[CH2:17][CH2:16][CH2:15][CH2:14][N:13]2[CH3:18])=O)=[N:6][CH:7]=1.C1C=CC(P(C2C=CC=CC=2)C2C=CC=CC=2)=CC=1.CCN(CC)CC.ClC(Cl)(Cl)C(Cl)(Cl)Cl. Product: [F:1][C:2]1[CH:3]=[CH:4][C:5]2[N:6]([C:10]([C@@H:12]3[CH2:17][CH2:16][CH2:15][CH2:14][N:13]3[CH3:18])=[N:9][N:8]=2)[CH:7]=1. The catalyst class is: 1. (5) Reactant: COC1C=CC(C[NH:8][C:9]2[C:14]([C:15]([F:18])([F:17])[F:16])=[CH:13][CH:12]=[CH:11][N:10]=2)=CC=1.[OH-].[Na+]. Product: [F:18][C:15]([F:16])([F:17])[C:14]1[C:9]([NH2:8])=[N:10][CH:11]=[CH:12][CH:13]=1. The catalyst class is: 82. (6) Reactant: [C:1]([O:5][C:6]([N:8]1[CH2:13][CH2:12][CH2:11][C@@H:10]([C:14]([OH:16])=O)[CH2:9]1)=[O:7])([CH3:4])([CH3:3])[CH3:2].C(N1C=CN=C1)(N1C=CN=C1)=O.C(N(CC)CC)C.Cl.[CH3:37][NH:38][O:39][CH3:40]. Product: [CH3:40][O:39][N:38]([CH3:37])[C:14]([C@@H:10]1[CH2:11][CH2:12][CH2:13][N:8]([C:6]([O:5][C:1]([CH3:2])([CH3:3])[CH3:4])=[O:7])[CH2:9]1)=[O:16]. The catalyst class is: 1. (7) Reactant: C([O:3][C:4](=[O:26])[CH2:5][CH:6]1[C:11](=[O:12])[NH:10][CH2:9][CH2:8][N:7]1[S:13]([C:16]1[CH:21]=[CH:20][C:19]([NH:22][C:23](=[O:25])[CH3:24])=[CH:18][CH:17]=1)(=[O:15])=[O:14])C.[Li+].[OH-].CCN(C(C)C)C(C)C. Product: [C:23]([NH:22][C:19]1[CH:20]=[CH:21][C:16]([S:13]([N:7]2[CH2:8][CH2:9][NH:10][C:11](=[O:12])[CH:6]2[CH2:5][C:4]([OH:26])=[O:3])(=[O:14])=[O:15])=[CH:17][CH:18]=1)(=[O:25])[CH3:24]. The catalyst class is: 14.